Dataset: Full USPTO retrosynthesis dataset with 1.9M reactions from patents (1976-2016). Task: Predict the reactants needed to synthesize the given product. Given the product [CH3:41][C:39](=[CH2:40])[C:38]([O:30][CH2:29][CH2:28][CH2:27][CH2:26][CH2:25][CH2:24][CH2:23][CH2:22][O:21][C:18]1[CH:17]=[CH:16][C:15](/[CH:14]=[C:11](\[C:12]#[N:13])/[C:5]2[CH:6]=[C:7]([O:9][CH3:10])[CH:8]=[C:3]([O:2][CH3:1])[CH:4]=2)=[CH:20][CH:19]=1)=[O:42], predict the reactants needed to synthesize it. The reactants are: [CH3:1][O:2][C:3]1[CH:4]=[C:5](/[C:11](=[CH:14]/[C:15]2[CH:20]=[CH:19][C:18]([O:21][CH2:22][CH2:23][CH2:24][CH2:25][CH2:26][CH2:27][CH2:28][CH2:29][OH:30])=[CH:17][CH:16]=2)/[C:12]#[N:13])[CH:6]=[C:7]([O:9][CH3:10])[CH:8]=1.C(N(CC)CC)C.[C:38](O[C:38](=[O:42])[C:39]([CH3:41])=[CH2:40])(=[O:42])[C:39]([CH3:41])=[CH2:40].O.